Dataset: Forward reaction prediction with 1.9M reactions from USPTO patents (1976-2016). Task: Predict the product of the given reaction. (1) Given the reactants [F:1][C:2]([F:31])([F:30])[C:3]1[CH:8]=[CH:7][N:6]=[C:5]([NH:9][C:10]2[CH:11]=[C:12]([C:16]3[N:17]=[C:18]([N:21]4[CH2:26][CH2:25][CH:24]([C:27](O)=[O:28])[CH2:23][CH2:22]4)[S:19][CH:20]=3)[CH:13]=[CH:14][CH:15]=2)[N:4]=1.[Cl-].[NH4+].C([N:37](C(C)C)CC)(C)C.F[P-](F)(F)(F)(F)F.N1(O[P+](N2CCCC2)(N2CCCC2)N2CCCC2)C2C=CC=CC=2N=N1, predict the reaction product. The product is: [F:1][C:2]([F:31])([F:30])[C:3]1[CH:8]=[CH:7][N:6]=[C:5]([NH:9][C:10]2[CH:11]=[C:12]([C:16]3[N:17]=[C:18]([N:21]4[CH2:22][CH2:23][CH:24]([C:27]([NH2:37])=[O:28])[CH2:25][CH2:26]4)[S:19][CH:20]=3)[CH:13]=[CH:14][CH:15]=2)[N:4]=1. (2) Given the reactants [CH3:1][O:2][C:3]1[CH:4]=[C:5]2[C:13](=[CH:14][CH:15]=1)[NH:12][C:11]1[C:10]3[CH:16]=[CH:17][CH:18]=[CH:19][C:9]=3S[CH2:7][C:6]2=1.O[O:21][S:22]([O-:24])=O.[K+].[CH3:26]O, predict the reaction product. The product is: [CH3:1][O:2][C:3]1[CH:4]=[C:5]2[C:13](=[CH:14][CH:15]=1)[N:12]([CH3:26])[C:11]1[C:10]3[CH:16]=[CH:17][CH:18]=[CH:19][C:9]=3[S:22](=[O:24])(=[O:21])[CH2:7][C:6]2=1.